This data is from Peptide-MHC class II binding affinity with 134,281 pairs from IEDB. The task is: Regression. Given a peptide amino acid sequence and an MHC pseudo amino acid sequence, predict their binding affinity value. This is MHC class II binding data. (1) The peptide sequence is TISNNLFFNHHKVML. The MHC is DRB1_0405 with pseudo-sequence DRB1_0405. The binding affinity (normalized) is 0.314. (2) The peptide sequence is VEFVTNMGIIIPDFA. The MHC is HLA-DPA10201-DPB10101 with pseudo-sequence HLA-DPA10201-DPB10101. The binding affinity (normalized) is 0.137. (3) The MHC is DRB1_0404 with pseudo-sequence DRB1_0404. The peptide sequence is WNSGNEWITDFAGKT. The binding affinity (normalized) is 0.179. (4) The peptide sequence is EHGSDEWVAMTKGEGGVWTF. The MHC is HLA-DQA10102-DQB10602 with pseudo-sequence HLA-DQA10102-DQB10602. The binding affinity (normalized) is 0.345. (5) The peptide sequence is VSKAPQLVPKLDEVY. The MHC is DRB1_1001 with pseudo-sequence DRB1_1001. The binding affinity (normalized) is 0.214. (6) The peptide sequence is VIEDITFLRPVLK. The MHC is HLA-DPA10201-DPB10501 with pseudo-sequence HLA-DPA10201-DPB10501. The binding affinity (normalized) is 0.312. (7) The peptide sequence is SGAGWSGMAEATSLD. The MHC is DRB1_0301 with pseudo-sequence DRB1_0301. The binding affinity (normalized) is 0. (8) The peptide sequence is VPEDPEDSALLE. The MHC is DRB1_0101 with pseudo-sequence DRB1_0101. The binding affinity (normalized) is 0. (9) The peptide sequence is QKLLLEEGVPSHIMS. The MHC is DRB5_0101 with pseudo-sequence DRB5_0101. The binding affinity (normalized) is 0.450.